The task is: Predict the product of the given reaction.. This data is from Forward reaction prediction with 1.9M reactions from USPTO patents (1976-2016). (1) Given the reactants [F:1][C:2]1[CH:8]=[CH:7][C:5]([NH2:6])=[CH:4][CH:3]=1.[CH3:9][O:10][C:11]1[CH:18]=[CH:17][C:14]([CH2:15]Br)=[CH:13][C:12]=1[N+:19]([O-:21])=[O:20], predict the reaction product. The product is: [F:1][C:2]1[CH:8]=[CH:7][C:5]([N:6]([CH2:15][C:14]2[CH:17]=[CH:18][C:11]([O:10][CH3:9])=[C:12]([N+:19]([O-:21])=[O:20])[CH:13]=2)[CH2:15][C:14]2[CH:17]=[CH:18][C:11]([O:10][CH3:9])=[C:12]([N+:19]([O-:21])=[O:20])[CH:13]=2)=[CH:4][CH:3]=1. (2) The product is: [Br:51][C:52]1[CH:57]=[CH:56][CH:55]=[CH:54][C:53]=1[S:58][CH:59]1[CH2:64][CH2:63][N:62]([C:16](=[O:18])[CH2:15][NH:14][C:12]([C:9]2[CH:8]=[C:7]([C:1]3[CH:2]=[CH:3][CH:4]=[CH:5][CH:6]=3)[NH:11][N:10]=2)=[O:13])[CH2:61][CH2:60]1. Given the reactants [C:1]1([C:7]2[NH:11][N:10]=[C:9]([C:12]([NH:14][CH2:15][C:16]([OH:18])=O)=[O:13])[CH:8]=2)[CH:6]=[CH:5][CH:4]=[CH:3][CH:2]=1.CCN(C(C)C)C(C)C.C1C=CC2N(O)N=NC=2C=1.CCN=C=NCCCN(C)C.Cl.Cl.[Br:51][C:52]1[CH:57]=[CH:56][CH:55]=[CH:54][C:53]=1[S:58][CH:59]1[CH2:64][CH2:63][NH:62][CH2:61][CH2:60]1, predict the reaction product. (3) Given the reactants [CH2:1]([N:3]([CH2:15][CH3:16])[CH2:4]/[CH:5]=[C:6](\[CH2:12][CH2:13][CH3:14])/OS(C)(=O)=O)[CH3:2].N[C:18](N)=[S:19].[OH-].[Na+], predict the reaction product. The product is: [CH2:15]([N:3]([CH2:1][CH3:2])[CH2:4]/[CH:5]=[C:6](\[CH2:12][CH2:13][CH3:14])/[CH2:18][SH:19])[CH3:16].